This data is from Retrosynthesis with 50K atom-mapped reactions and 10 reaction types from USPTO. The task is: Predict the reactants needed to synthesize the given product. (1) Given the product CC(C)c1c(OCCNC(=O)OC(C)(C)C)noc1-c1ccccc1Cl, predict the reactants needed to synthesize it. The reactants are: CC(C)(C)OC(=O)NCCO.CC(C)c1c(O)noc1-c1ccccc1Cl. (2) Given the product COc1ccccc1NC(=S)N1CCC(=O)C(C(c2ccccc2)c2ccccc2)C1, predict the reactants needed to synthesize it. The reactants are: COc1ccccc1N=C=S.O=C1CCNCC1C(c1ccccc1)c1ccccc1. (3) Given the product CNCCC[C@@H]1Oc2ccccc2N(c2ccccc2)S1(=O)=O, predict the reactants needed to synthesize it. The reactants are: CN.O=S1(=O)[C@H](CCCO)Oc2ccccc2N1c1ccccc1. (4) The reactants are: Cc1cccc(CBr)c1C.Cc1nc2c(Br)cc(N3CCOCC3)cc2[nH]1. Given the product Cc1cccc(Cn2c(C)nc3c(Br)cc(N4CCOCC4)cc32)c1C, predict the reactants needed to synthesize it. (5) The reactants are: CC(C)CN1CC2CCCC2N2C(=O)c3c(OCc4ccccc4)c(=O)c(C(=O)NCc4ccc(F)cc4F)cn3CC12. Given the product CC(C)CN1CC2CCCC2N2C(=O)c3c(O)c(=O)c(C(=O)NCc4ccc(F)cc4F)cn3CC12, predict the reactants needed to synthesize it.